From a dataset of Reaction yield outcomes from USPTO patents with 853,638 reactions. Predict the reaction yield, written as a fraction of the theoretical maximum amount of product (1.0 means a 100% yield; for example, 0.34 means a 34% yield). The reactants are C(OC([CH:6]1[C:15](=[O:16])[C:14]2[C:10](=[C:11]([C:24]3[CH:29]=[CH:28][C:27]([Cl:30])=[CH:26][CH:25]=3)[N:12]([C:17]3[CH:22]=[CH:21][CH:20]=[CH:19][C:18]=3[Cl:23])[N:13]=2)[CH2:9][N:8]([C:31]([O:33][C:34]([CH3:37])([CH3:36])[CH3:35])=[O:32])[CH2:7]1)=O)C.[Na+].[Cl-]. The catalyst is O.CS(C)=O.CCOC(C)=O. The product is [C:34]([O:33][C:31]([N:8]1[CH2:7][CH2:6][C:15](=[O:16])[C:14]2[C:10](=[C:11]([C:24]3[CH:29]=[CH:28][C:27]([Cl:30])=[CH:26][CH:25]=3)[N:12]([C:17]3[CH:22]=[CH:21][CH:20]=[CH:19][C:18]=3[Cl:23])[N:13]=2)[CH2:9]1)=[O:32])([CH3:37])([CH3:35])[CH3:36]. The yield is 0.620.